From a dataset of Full USPTO retrosynthesis dataset with 1.9M reactions from patents (1976-2016). Predict the reactants needed to synthesize the given product. (1) Given the product [CH:12]([N:10]1[CH2:11][CH:8]([C:6]2[O:3][C:1]([CH3:2])=[N:4][N:5]=2)[CH2:9]1)([C:13]1[CH:18]=[CH:17][CH:16]=[CH:15][CH:14]=1)[C:19]1[CH:20]=[CH:21][CH:22]=[CH:23][CH:24]=1, predict the reactants needed to synthesize it. The reactants are: [C:1]([NH:4][NH:5][C:6]([CH:8]1[CH2:11][N:10]([CH:12]([C:19]2[CH:24]=[CH:23][CH:22]=[CH:21][CH:20]=2)[C:13]2[CH:18]=[CH:17][CH:16]=[CH:15][CH:14]=2)[CH2:9]1)=O)(=[O:3])[CH3:2].CCN(C(C)C)C(C)C.C1(P(C2C=CC=CC=2)C2C=CC=CC=2)C=CC=CC=1.ClC(Cl)(Cl)C(Cl)(Cl)Cl. (2) Given the product [C:18]([O:17][CH2:16][CH2:15][C:8]1[C:9]([O:13][CH3:14])=[CH:10][CH:11]=[CH:12][C:7]=1[OH:6])(=[O:20])[CH3:19], predict the reactants needed to synthesize it. The reactants are: S(=O)(=O)(O)O.[OH:6][C:7]1[CH:12]=[CH:11][CH:10]=[C:9]([O:13][CH3:14])[C:8]=1[CH2:15][CH2:16][OH:17].[CH2:18]([OH:20])[CH3:19].C1(C)C=CC=CC=1. (3) The reactants are: Cl[C:2]([S:4]Cl)=[O:3].[NH2:6][C:7]1[N:12]=[C:11]([S:13][CH2:14][C:15]2[CH:20]=[CH:19][CH:18]=[C:17]([F:21])[C:16]=2[F:22])[N:10]=[C:9]([OH:23])[CH:8]=1. Given the product [NH2:6][C:7]1[C:8]2[S:4][C:2](=[O:3])[O:23][C:9]=2[N:10]=[C:11]([S:13][CH2:14][C:15]2[CH:20]=[CH:19][CH:18]=[C:17]([F:21])[C:16]=2[F:22])[N:12]=1, predict the reactants needed to synthesize it.